This data is from Reaction yield outcomes from USPTO patents with 853,638 reactions. The task is: Predict the reaction yield, written as a fraction of the theoretical maximum amount of product (1.0 means a 100% yield; for example, 0.34 means a 34% yield). (1) The reactants are Br[C:2]1[CH:3]=[CH:4][C:5]2[O:11][CH2:10][CH2:9][N:8]3[CH:12]=[C:13]([C:15]([NH2:17])=[O:16])[N:14]=[C:7]3[C:6]=2[CH:18]=1.[CH3:19][C:20]1[O:24][N:23]=[C:22]([C@@:25]([OH:29])([C:27]#[CH:28])[CH3:26])[CH:21]=1. No catalyst specified. The product is [OH:29][C@@:25]([C:22]1[CH:21]=[C:20]([CH3:19])[O:24][N:23]=1)([CH3:26])[C:27]#[C:28][C:2]1[CH:3]=[CH:4][C:5]2[O:11][CH2:10][CH2:9][N:8]3[CH:12]=[C:13]([C:15]([NH2:17])=[O:16])[N:14]=[C:7]3[C:6]=2[CH:18]=1. The yield is 0.0900. (2) The catalyst is C1(C)C=CC=CC=1.CC([O-])=O.CC([O-])=O.[Pd+2].COC1C=CC=C(OC)C=1C1C=CC=CC=1P(C1CCCCC1)C1CCCCC1. The product is [C:13]1([CH3:12])[CH:18]=[CH:17][CH:16]=[CH:15][C:14]=1[C:2]1[NH:10][C:5]2[C:4]([CH:3]=1)=[CH:9][CH:8]=[CH:7][CH:6]=2. The reactants are Br[C:2](Br)=[CH:3][C:4]1[CH:9]=[CH:8][CH:7]=[CH:6][C:5]=1[NH2:10].[CH3:12][C:13]1[CH:18]=[CH:17][CH:16]=[CH:15][C:14]=1B(O)O.[O-]P([O-])([O-])=O.[K+].[K+].[K+].O. The yield is 0.820. (3) The reactants are [Br:1][C:2]1[CH:3]=[CH:4][C:5]([O:16][CH2:17][CH2:18]C)=[C:6]([C:8]2[CH:13]=[C:12]([Cl:14])[N:11]=[C:10]([NH2:15])[N:9]=2)[CH:7]=1.NC1N=C(C2C=C(Br)C=CC=2O)C=C(Cl)N=1.[N:36]1(CCO)[CH2:41][CH2:40][O:39][CH2:38][CH2:37]1. No catalyst specified. The product is [Br:1][C:2]1[CH:3]=[CH:4][C:5]([O:16][CH2:17][CH2:18][N:36]2[CH2:41][CH2:40][O:39][CH2:38][CH2:37]2)=[C:6]([C:8]2[CH:13]=[C:12]([Cl:14])[N:11]=[C:10]([NH2:15])[N:9]=2)[CH:7]=1. The yield is 0.410.